From a dataset of Catalyst prediction with 721,799 reactions and 888 catalyst types from USPTO. Predict which catalyst facilitates the given reaction. (1) Reactant: C(OC([NH:8][C@H:9]([CH:40]([CH3:42])[CH3:41])[C:10]([O:12][C@@H:13]1[CH2:29][C@@H:28]2[C@@:16]([CH3:39])([C@@H:17]3[C@@H:25]([CH2:26][CH2:27]2)[C@:24]2(O)[C@@:20]([CH3:38])([C@@H:21]([C:31]4[CH:32]=[CH:33][C:34](=[O:37])[O:35][CH:36]=4)[CH2:22][CH2:23]2)[CH2:19][CH2:18]3)[CH2:15][CH2:14]1)=[O:11])=O)(C)(C)C.Cl. Product: [NH2:8][C@H:9]([CH:40]([CH3:42])[CH3:41])[C:10]([O:12][C@@H:13]1[CH2:29][C@@H:28]2[C@@:16]([CH3:39])([C@@H:17]3[C@@H:25]([CH2:26][CH2:27]2)[C:24]2[C@@:20]([CH3:38])([C@@H:21]([C:31]4[CH:32]=[CH:33][C:34](=[O:37])[O:35][CH:36]=4)[CH2:22][CH:23]=2)[CH2:19][CH2:18]3)[CH2:15][CH2:14]1)=[O:11]. The catalyst class is: 25. (2) Reactant: [NH3:1].[CH2:2]([NH:9][C:10]1[CH:15]=[C:14](F)[CH:13]=[CH:12][C:11]=1[N+:17]([O-:19])=[O:18])[C:3]1[CH:8]=[CH:7][CH:6]=[CH:5][CH:4]=1. Product: [CH2:2]([NH:9][C:10]1[CH:15]=[C:14]([NH2:1])[CH:13]=[CH:12][C:11]=1[N+:17]([O-:19])=[O:18])[C:3]1[CH:8]=[CH:7][CH:6]=[CH:5][CH:4]=1. The catalyst class is: 20. (3) Reactant: [NH2:1][C:2]1[CH:3]=[C:4]([CH:7]=[CH:8][CH:9]=1)[CH2:5][OH:6].Cl[C:11]([O:13][CH2:14][CH3:15])=[O:12].C(=O)([O-])[O-].[K+].[K+]. Product: [OH:6][CH2:5][C:4]1[CH:3]=[C:2]([NH:1][C:11](=[O:12])[O:13][CH2:14][CH3:15])[CH:9]=[CH:8][CH:7]=1. The catalyst class is: 4.